Dataset: Reaction yield outcomes from USPTO patents with 853,638 reactions. Task: Predict the reaction yield, written as a fraction of the theoretical maximum amount of product (1.0 means a 100% yield; for example, 0.34 means a 34% yield). (1) The reactants are [C:1]1([C:7]2[CH:12]=[C:11]([N:13]3[C:25]4[CH:24]=[CH:23][C:22](B5OC(C)(C)C(C)(C)O5)=[CH:21][C:20]=4[C:19]4[C:14]3=[CH:15][CH:16]=[CH:17][CH:18]=4)[CH:10]=[C:9]([C:35]3[CH:40]=[CH:39][CH:38]=[CH:37][CH:36]=3)[CH:8]=2)[CH:6]=[CH:5][CH:4]=[CH:3][CH:2]=1.BrC1C=C2C(=CC=1)N(C1C=CC=CC=1)[C:50]1[CH:49]=[C:48]3[C:61]([CH3:69])([CH3:68])[C:62]4[C:67]([C:47]3=[CH:46][C:45]2=1)=[CH:66]C=C[CH:63]=4.[OH-].C([N+:73]([CH2:78][CH3:79])([CH2:76][CH3:77])[CH2:74][CH3:75])C. The catalyst is CC(C)=O.C1C=CC([P]([Pd]([P](C2C=CC=CC=2)(C2C=CC=CC=2)C2C=CC=CC=2)([P](C2C=CC=CC=2)(C2C=CC=CC=2)C2C=CC=CC=2)[P](C2C=CC=CC=2)(C2C=CC=CC=2)C2C=CC=CC=2)(C2C=CC=CC=2)C2C=CC=CC=2)=CC=1. The product is [CH3:68][C:61]1([CH3:69])[C:62]2=[CH:63][C:78]3[N:73]([C:74]4[CH:75]=[CH:9][CH:8]=[CH:7][CH:12]=4)[C:76]4[C:77]([C:79]=3[CH:66]=[C:67]2[C:47]2[C:48]1=[CH:49][CH:50]=[CH:45][CH:46]=2)=[CH:3][C:2]([C:22]1[CH:23]=[CH:24][C:25]2[N:13]([C:11]3[CH:10]=[C:9]([C:35]5[CH:40]=[CH:39][CH:38]=[CH:37][CH:36]=5)[CH:8]=[C:7]([C:1]5[CH:2]=[CH:3][CH:4]=[CH:5][CH:6]=5)[CH:12]=3)[C:14]3[C:19]([C:20]=2[CH:21]=1)=[CH:18][CH:17]=[CH:16][CH:15]=3)=[CH:1][CH:6]=4. The yield is 0.510. (2) The yield is 1.00. The catalyst is C(O)C.[Pd]. The product is [NH2:1][C:4]1[CH:9]=[C:8]([C:10]([F:11])([F:12])[F:13])[CH:7]=[CH:6][C:5]=1[OH:14]. The reactants are [N+:1]([C:4]1[CH:9]=[C:8]([C:10]([F:13])([F:12])[F:11])[CH:7]=[CH:6][C:5]=1[OH:14])([O-])=O.CO. (3) The reactants are [CH3:1][O:2][C:3]1[CH:4]=[C:5]2[C:10](=[CH:11][C:12]=1[O:13][CH3:14])[N:9]=[CH:8][CH:7]=[C:6]2[O:15][C:16]1[CH:22]=[CH:21][C:19]([NH2:20])=[C:18]([CH3:23])[C:17]=1[CH3:24].C(N(CC)CC)C.ClC(Cl)(O[C:36](=[O:42])OC(Cl)(Cl)Cl)Cl.[N:44]1([CH2:50][CH2:51][NH2:52])[CH2:49][CH2:48][CH2:47][CH2:46][CH2:45]1. The catalyst is C(Cl)(Cl)Cl.O. The product is [CH3:1][O:2][C:3]1[CH:4]=[C:5]2[C:10](=[CH:11][C:12]=1[O:13][CH3:14])[N:9]=[CH:8][CH:7]=[C:6]2[O:15][C:16]1[CH:22]=[CH:21][C:19]([NH:20][C:36]([NH:52][CH2:51][CH2:50][N:44]2[CH2:49][CH2:48][CH2:47][CH2:46][CH2:45]2)=[O:42])=[C:18]([CH3:23])[C:17]=1[CH3:24]. The yield is 0.320. (4) The reactants are [CH3:1][C:2]1([CH3:32])[CH2:7][CH2:6][C:5]([C:8]2[CH:13]=[C:12]([C:14]([NH:17][CH2:18][CH2:19][O:20][CH3:21])([CH3:16])[CH3:15])[CH:11]=[CH:10][C:9]=2[NH:22][C:23]([C:25]2[NH:26][CH:27]=[C:28]([C:30]#[N:31])[N:29]=2)=[O:24])=[CH:4][CH2:3]1.[ClH:33]. The catalyst is C(O)(C)C. The product is [ClH:33].[CH3:1][C:2]1([CH3:32])[CH2:7][CH2:6][C:5]([C:8]2[CH:13]=[C:12]([C:14]([NH:17][CH2:18][CH2:19][O:20][CH3:21])([CH3:15])[CH3:16])[CH:11]=[CH:10][C:9]=2[NH:22][C:23]([C:25]2[NH:26][CH:27]=[C:28]([C:30]#[N:31])[N:29]=2)=[O:24])=[CH:4][CH2:3]1. The yield is 0.540. (5) The reactants are [OH:1][C@H:2]1[C:10]2[C:5](=[CH:6][CH:7]=[CH:8][CH:9]=2)[CH2:4][C@:3]1([CH2:20][C:21]1[CH:30]=[CH:29][C:24]([C:25]([O:27][CH3:28])=[O:26])=[CH:23][CH:22]=1)[C:11]1[CH2:12][C:13]2[C:18]([CH:19]=1)=[CH:17][CH:16]=[CH:15][CH:14]=2.C1CCC(N=C=NC2CCCCC2)CC1.C([NH:63][C@H:64]([C:69](O)=[O:70])[CH2:65][CH:66]([CH3:68])[CH3:67])(OCC1C2C(=CC=CC=2)C2C1=CC=CC=2)=O. The catalyst is CN(C1C=CN=CC=1)C.C(OCC)(=O)C. The product is [NH2:63][C@@H:64]([CH2:65][CH:66]([CH3:68])[CH3:67])[C:69]([O:1][C@H:2]1[C:10]2[C:5](=[CH:6][CH:7]=[CH:8][CH:9]=2)[CH2:4][C@:3]1([CH2:20][C:21]1[CH:30]=[CH:29][C:24]([C:25]([O:27][CH3:28])=[O:26])=[CH:23][CH:22]=1)[C:11]1[CH2:12][C:13]2[C:18]([CH:19]=1)=[CH:17][CH:16]=[CH:15][CH:14]=2)=[O:70]. The yield is 0.660. (6) The reactants are Cl[CH2:2][CH2:3][CH2:4][CH2:5][C:6]([C:8]1[O:9][C:10]2[CH:17]=[CH:16][C:15]([O:18][CH3:19])=[CH:14][C:11]=2[C:12]=1[CH3:13])=[O:7].[I-].[Na+].[CH3:22][O-:23].[Na+]. The catalyst is CO. The product is [CH3:22][O:23][CH2:2][CH2:3][CH2:4][CH2:5][C:6]([C:8]1[O:9][C:10]2[CH:17]=[CH:16][C:15]([O:18][CH3:19])=[CH:14][C:11]=2[C:12]=1[CH3:13])=[O:7]. The yield is 0.420. (7) The reactants are [Cl:1][C:2]1[C:7]([Cl:8])=[CH:6][C:5]([NH:9][CH2:10][C:11]([OH:13])=O)=[C:4]([O:14][CH3:15])[CH:3]=1.CCN=C=NCCCN(C)C.C1C=CC2N(O)N=NC=2C=1.CCN(CC)CC.[NH:44]1[CH2:49][CH2:48][NH:47][CH2:46][CH:45]1[C:50]#[N:51]. The catalyst is C(Cl)Cl. The product is [Cl:1][C:2]1[C:7]([Cl:8])=[CH:6][C:5]([NH:9][CH2:10][C:11]([N:47]2[CH2:48][CH2:49][NH:44][CH:45]([C:50]#[N:51])[CH2:46]2)=[O:13])=[C:4]([O:14][CH3:15])[CH:3]=1. The yield is 0.300. (8) The reactants are [Cl:1][C:2]1[N:3]=[C:4](Cl)[C:5]2[O:10][CH:9]=[CH:8][C:6]=2[N:7]=1.[NH:12]1[CH2:17][CH2:16][O:15][CH2:14][CH2:13]1. The catalyst is CO. The product is [Cl:1][C:2]1[N:3]=[C:4]([N:12]2[CH2:17][CH2:16][O:15][CH2:14][CH2:13]2)[C:5]2[O:10][CH:9]=[CH:8][C:6]=2[N:7]=1. The yield is 0.480.